Task: Predict the product of the given reaction.. Dataset: Forward reaction prediction with 1.9M reactions from USPTO patents (1976-2016) Given the reactants [Cl:1][C:2]1[CH:7]=[CH:6][C:5]([N:8]=[C:9](Cl)[C:10]([F:13])([F:12])[F:11])=[CH:4][CH:3]=1.[N-:15]=[N+:16]=[N-:17].[Na+].Cl.C(N(CC)CC)C, predict the reaction product. The product is: [Cl:1][C:2]1[CH:7]=[CH:6][C:5]([N:8]2[C:9]([C:10]([F:13])([F:12])[F:11])=[N:17][N:16]=[N:15]2)=[CH:4][CH:3]=1.